From a dataset of Forward reaction prediction with 1.9M reactions from USPTO patents (1976-2016). Predict the product of the given reaction. (1) The product is: [CH3:1][C:2]([CH3:34])([CH3:33])[CH2:3][C:4]1[N:9]=[C:8]([CH2:10][O:11][C:12]2[N:17]=[C:16]([CH3:18])[N:15]=[C:14]([CH2:19][CH2:20][C:21]([OH:23])=[O:22])[CH:13]=2)[CH:7]=[CH:6][C:5]=1[C:24]1[CH:29]=[C:28]([O:30][CH3:31])[CH:27]=[CH:26][C:25]=1[F:32]. Given the reactants [CH3:1][C:2]([CH3:34])([CH3:33])[CH2:3][C:4]1[N:9]=[C:8]([CH2:10][O:11][C:12]2[N:17]=[C:16]([CH3:18])[N:15]=[C:14]([CH:19]=[CH:20][C:21]([OH:23])=[O:22])[CH:13]=2)[CH:7]=[CH:6][C:5]=1[C:24]1[CH:29]=[C:28]([O:30][CH3:31])[CH:27]=[CH:26][C:25]=1[F:32], predict the reaction product. (2) Given the reactants [F:1][C:2]([F:16])([F:15])[C:3]1[CH:4]=[C:5]([N:9]2[CH2:13][CH2:12][NH:11][C:10]2=[O:14])[CH:6]=[CH:7][CH:8]=1.[CH2:17]([O:19][C:20](=[O:28])[C:21]1[CH:26]=[CH:25][N:24]=[CH:23][C:22]=1Br)[CH3:18].CN[C@@H]1CCCC[C@H]1NC.P([O-])([O-])([O-])=O.[K+].[K+].[K+], predict the reaction product. The product is: [CH2:17]([O:19][C:20](=[O:28])[C:21]1[CH:22]=[CH:23][N:24]=[CH:25][C:26]=1[N:11]1[CH2:12][CH2:13][N:9]([C:5]2[CH:6]=[CH:7][CH:8]=[C:3]([C:2]([F:1])([F:15])[F:16])[CH:4]=2)[C:10]1=[O:14])[CH3:18]. (3) Given the reactants [CH2:1]([O:3][C:4](=[O:28])[CH2:5][C:6]1[CH:7]=[C:8]([C:14]2[CH:19]=[CH:18][C:17]([C:20]([F:23])([F:22])[F:21])=[CH:16][C:15]=2[CH2:24][NH:25][CH2:26][CH3:27])[C:9]([O:12][CH3:13])=[CH:10][CH:11]=1)[CH3:2].[CH:29]1[CH:34]=[CH:33][C:32]([O:35][C:36](OC2C=CC=CC=2)=[N:37][C:38]#[N:39])=[CH:31][CH:30]=1, predict the reaction product. The product is: [CH2:1]([O:3][C:4](=[O:28])[CH2:5][C:6]1[CH:7]=[C:8]([C:14]2[CH:19]=[CH:18][C:17]([C:20]([F:23])([F:21])[F:22])=[CH:16][C:15]=2[CH2:24][N:25]([CH2:26][CH3:27])[C:36](=[N:37][C:38]#[N:39])[O:35][C:32]2[CH:33]=[CH:34][CH:29]=[CH:30][CH:31]=2)[C:9]([O:12][CH3:13])=[CH:10][CH:11]=1)[CH3:2]. (4) Given the reactants [C:1]([O:7][C:8]([CH3:11])([CH3:10])[CH3:9])(=[O:6])[CH2:2][C:3]([CH3:5])=O.[CH3:12][C:13]1[CH:20]=[C:19]([CH3:21])[CH:18]=[CH:17][C:14]=1[CH:15]=O.[NH4+:22].[OH-:23], predict the reaction product. The product is: [CH3:5][C:3]1[NH:22][C:3]([CH3:5])=[C:2]([C:1]([O:7][C:8]([CH3:11])([CH3:10])[CH3:9])=[O:23])[CH:15]([C:14]2[CH:17]=[CH:18][C:19]([CH3:21])=[CH:20][C:13]=2[CH3:12])[C:2]=1[C:1]([O:7][C:8]([CH3:11])([CH3:10])[CH3:9])=[O:6]. (5) Given the reactants [NH2:1][C@@H:2]1[CH2:6][CH2:5][N:4]([C:7]2[S:8][C:9]([C:13]([O:15][CH2:16][CH3:17])=[O:14])=[C:10]([CH3:12])[N:11]=2)[CH2:3]1.[Cl:18][C:19]1[N:20]=[C:21]([C:26](O)=[O:27])[NH:22][C:23]=1[CH2:24][CH3:25].CCN=C=NCCCN(C)C.Cl.ON1C2C=CC=CC=2N=N1.CN1CCOCC1, predict the reaction product. The product is: [Cl:18][C:19]1[N:20]=[C:21]([C:26]([NH:1][C@@H:2]2[CH2:6][CH2:5][N:4]([C:7]3[S:8][C:9]([C:13]([O:15][CH2:16][CH3:17])=[O:14])=[C:10]([CH3:12])[N:11]=3)[CH2:3]2)=[O:27])[NH:22][C:23]=1[CH2:24][CH3:25]. (6) Given the reactants [SH:1][C:2]1[S:3][C:4]2[CH:10]=[CH:9][CH:8]=[CH:7][C:5]=2[N:6]=1.[Br:11][CH2:12][C:13]([C:15]1[CH:20]=[CH:19][C:18]([CH3:21])=[CH:17][CH:16]=1)=[O:14].O, predict the reaction product. The product is: [BrH:11].[S:3]1[C:4]2[CH:10]=[CH:9][CH:8]=[CH:7][C:5]=2[N:6]=[C:2]1[S:1][CH2:12][C:13]([C:15]1[CH:20]=[CH:19][C:18]([CH3:21])=[CH:17][CH:16]=1)=[O:14]. (7) Given the reactants [Cl:1][C:2]1[C:3]([O:12][C:13]2[CH:18]=[C:17]([O:19][CH:20]([CH3:22])[CH3:21])[CH:16]=[CH:15][C:14]=2/[CH:23]=[C:24](\[CH3:28])/[C:25](O)=[O:26])=[N:4][CH:5]=[C:6]([C:8]([F:11])([F:10])[F:9])[CH:7]=1.[N:29]1([S:34]([NH2:37])(=[O:36])=[O:35])[CH2:33][CH2:32][CH2:31][CH2:30]1.Cl.C(N=C=NCCCN(C)C)C.CN(C)C=O, predict the reaction product. The product is: [Cl:1][C:2]1[C:3]([O:12][C:13]2[CH:18]=[C:17]([O:19][CH:20]([CH3:22])[CH3:21])[CH:16]=[CH:15][C:14]=2/[CH:23]=[C:24](\[CH3:28])/[C:25]([NH:37][S:34]([N:29]2[CH2:33][CH2:32][CH2:31][CH2:30]2)(=[O:36])=[O:35])=[O:26])=[N:4][CH:5]=[C:6]([C:8]([F:10])([F:9])[F:11])[CH:7]=1.